This data is from Catalyst prediction with 721,799 reactions and 888 catalyst types from USPTO. The task is: Predict which catalyst facilitates the given reaction. Reactant: [N+:1]([C:4]1[CH:32]=[CH:31][CH:30]=[CH:29][C:5]=1[NH:6][CH2:7][C:8]1([C:14]2[CH:19]=[CH:18][C:17]([O:20][CH2:21][CH2:22][CH2:23][N:24]3[CH2:28][CH2:27][CH2:26][CH2:25]3)=[CH:16][CH:15]=2)[CH2:13][CH2:12][O:11][CH2:10][CH2:9]1)([O-])=O. Product: [N:24]1([CH2:23][CH2:22][CH2:21][O:20][C:17]2[CH:16]=[CH:15][C:14]([C:8]3([CH2:7][NH:6][C:5]4[C:4]([NH2:1])=[CH:32][CH:31]=[CH:30][CH:29]=4)[CH2:9][CH2:10][O:11][CH2:12][CH2:13]3)=[CH:19][CH:18]=2)[CH2:28][CH2:27][CH2:26][CH2:25]1. The catalyst class is: 29.